From a dataset of Reaction yield outcomes from USPTO patents with 853,638 reactions. Predict the reaction yield, written as a fraction of the theoretical maximum amount of product (1.0 means a 100% yield; for example, 0.34 means a 34% yield). (1) The reactants are [NH:1]1[C:9]2[C:4](=[CH:5][CH:6]=[C:7]([C:10]#[N:11])[CH:8]=2)[CH:3]=[N:2]1.CN(C)C=O.[I:17]I.[OH-].[K+]. No catalyst specified. The product is [I:17][C:3]1[C:4]2[C:9](=[CH:8][C:7]([C:10]#[N:11])=[CH:6][CH:5]=2)[NH:1][N:2]=1. The yield is 0.590. (2) The reactants are O.[N:2]1(O)C2C=CC=CC=2N=[N:3]1.Cl.C(N=C=NCCCN(C)C)C.[I:24][C:25]1[C:33]2[C:28](=[CH:29][CH:30]=[C:31]([C:34](O)=[O:35])[CH:32]=2)[N:27]([S:37]([C:40]2[CH:46]=[CH:45][C:43]([CH3:44])=[CH:42][CH:41]=2)(=[O:39])=[O:38])[CH:26]=1.NN. The catalyst is CN(C=O)C. The product is [I:24][C:25]1[C:33]2[C:28](=[CH:29][CH:30]=[C:31]([C:34]([NH:2][NH2:3])=[O:35])[CH:32]=2)[N:27]([S:37]([C:40]2[CH:46]=[CH:45][C:43]([CH3:44])=[CH:42][CH:41]=2)(=[O:39])=[O:38])[CH:26]=1. The yield is 0.688. (3) The reactants are C([O:3][C:4](=O)[CH2:5][C:6]1[C:7]2[C:14]([Br:15])=[CH:13][CH:12]=[C:11]([CH3:16])[C:8]=2[S:9][CH:10]=1)C.[H-].[Al+3].[Li+].[H-].[H-].[H-].[OH-].[Na+].[O-]S([O-])(=O)=O.[Na+].[Na+]. The catalyst is C1COCC1.O. The product is [Br:15][C:14]1[C:7]2[C:6]([CH2:5][CH2:4][OH:3])=[CH:10][S:9][C:8]=2[C:11]([CH3:16])=[CH:12][CH:13]=1. The yield is 0.721. (4) The reactants are [Br:1][C:2]1[CH:7]=[C:6]([CH3:8])[C:5]([CH3:9])=[CH:4][C:3]=1[CH3:10].[Cl-].[Al+3].[Cl-].[Cl-].[CH3:15][O:16]C(Cl)Cl.O. The catalyst is C(Cl)Cl. The product is [Br:1][C:2]1[C:3]([CH3:10])=[CH:4][C:5]([CH3:9])=[C:6]([CH3:8])[C:7]=1[CH:15]=[O:16]. The yield is 0.360. (5) The reactants are CON(C)[C:4]([CH:6]1[CH2:11][CH2:10][CH:9]([C:12]2[CH:17]=[CH:16][C:15]([Cl:18])=[CH:14][CH:13]=2)[CH2:8][CH2:7]1)=[O:5].[Br-].O.Cl. The catalyst is O1CCCC1. The product is [Cl:18][C:15]1[CH:16]=[CH:17][C:12]([CH:9]2[CH2:10][CH2:11][CH:6]([C:4](=[O:5])[CH2:8][CH2:7][CH:6]=[CH2:4])[CH2:7][CH2:8]2)=[CH:13][CH:14]=1. The yield is 0.920. (6) The catalyst is CN(C)C=O. The yield is 0.850. The reactants are [F:1][C:2]([F:15])([F:14])[O:3][CH2:4][C:5]1[CH:13]=[CH:12][C:8]([C:9]([OH:11])=[O:10])=[CH:7][CH:6]=1.IC.[C:18](=O)([O-])[O-].[K+].[K+].O. The product is [F:1][C:2]([F:14])([F:15])[O:3][CH2:4][C:5]1[CH:6]=[CH:7][C:8]([C:9]([O:11][CH3:18])=[O:10])=[CH:12][CH:13]=1. (7) The reactants are [CH3:1][S:2][C:3]1[CH:8]=[CH:7][C:6]([N:9]2[CH2:14][CH2:13][N:12]([C:15]3[C:16]([CH3:28])=[C:17]([CH3:27])[C:18]4[O:22][C:21]([CH3:24])([CH3:23])[CH2:20][C:19]=4[C:25]=3[CH3:26])[CH2:11][CH2:10]2)=[CH:5][CH:4]=1.ClC1C=CC=C(C(OO)=[O:37])C=1.C(=O)([O-])O.[Na+]. The catalyst is C1COCC1.C(OCC)(=O)C. The product is [CH3:1][S:2]([C:3]1[CH:4]=[CH:5][C:6]([N:9]2[CH2:14][CH2:13][N:12]([C:15]3[C:16]([CH3:28])=[C:17]([CH3:27])[C:18]4[O:22][C:21]([CH3:23])([CH3:24])[CH2:20][C:19]=4[C:25]=3[CH3:26])[CH2:11][CH2:10]2)=[CH:7][CH:8]=1)=[O:37]. The yield is 0.460. (8) The reactants are [CH:1]1([N:7]2[C:11]([C:12]3[CH:17]=[CH:16][C:15]([NH2:18])=[C:14]([NH:19][CH2:20][CH:21]([CH3:23])[CH3:22])[CH:13]=3)=[C:10]([C:24]3[CH:29]=[CH:28][CH:27]=[CH:26][CH:25]=3)[N:9]=[CH:8]2)[CH2:6][CH2:5][CH2:4][CH2:3][CH2:2]1.[CH2:30](OC(OCC)OCC)[CH3:31]. No catalyst specified. The product is [CH2:20]([N:19]1[C:14]2[CH:13]=[C:12]([C:11]3[N:7]([CH:1]4[CH2:2][CH2:3][CH2:4][CH2:5][CH2:6]4)[CH:8]=[N:9][C:10]=3[C:24]3[CH:25]=[CH:26][CH:27]=[CH:28][CH:29]=3)[CH:17]=[CH:16][C:15]=2[N:18]=[C:30]1[CH3:31])[CH:21]([CH3:23])[CH3:22]. The yield is 0.450.